Dataset: Catalyst prediction with 721,799 reactions and 888 catalyst types from USPTO. Task: Predict which catalyst facilitates the given reaction. (1) Reactant: [Cl:1][C:2]1[CH:3]=[C:4]([C:9]2[N:14]=[C:13]([CH2:15][CH:16]([CH3:18])[CH3:17])[N:12]=[C:11](Cl)[C:10]=2[C:20]#[N:21])[CH:5]=[CH:6][C:7]=1[Cl:8].[SH:22][CH2:23][C:24]([NH2:26])=[O:25].C(N(C(C)C)CC)(C)C. Product: [Cl:1][C:2]1[CH:3]=[C:4]([C:9]2[N:14]=[C:13]([CH2:15][CH:16]([CH3:18])[CH3:17])[N:12]=[C:11]([S:22][CH2:23][C:24]([NH2:26])=[O:25])[C:10]=2[C:20]#[N:21])[CH:5]=[CH:6][C:7]=1[Cl:8]. The catalyst class is: 429. (2) Reactant: CC(C)([O-])C.[K+].C(O)(C)(C)C.[CH3:12][O:13][C:14](=[O:20])[CH2:15][C:16](=[O:19])[CH2:17][CH3:18].Cl[CH2:22][C:23]1[CH:28]=[CH:27][C:26]([S:29]([CH3:32])(=[O:31])=[O:30])=[CH:25][CH:24]=1. Product: [CH3:12][O:13][C:14](=[O:20])[CH:15]([CH2:22][C:23]1[CH:24]=[CH:25][C:26]([S:29]([CH3:32])(=[O:31])=[O:30])=[CH:27][CH:28]=1)[C:16](=[O:19])[CH2:17][CH3:18]. The catalyst class is: 30. (3) Reactant: [F:1][C:2]([F:7])([F:6])[C:3]([OH:5])=[O:4].[F:8][C:9]1[C:14]([F:15])=[CH:13][CH:12]=[CH:11][C:10]=1[CH2:16][CH2:17][C:18]1[N:23]([CH2:24][C:25]([N:27]([CH2:40][C:41]2[CH:46]=[CH:45][C:44]([C:47]3[CH:52]=[CH:51][C:50]([C:53]([F:56])([F:55])[F:54])=[CH:49][CH:48]=3)=[CH:43][CH:42]=2)[CH:28]2[CH2:33][CH2:32][N:31]([C:34]([CH3:39])([CH3:38])[C:35]([OH:37])=O)[CH2:30][CH2:29]2)=[O:26])[C:22]2[N:57]=[CH:58][CH:59]=[CH:60][C:21]=2[C:20](=[O:61])[N:19]=1.[NH:62]1CCO[CH2:64][CH2:63]1.CCN(C(C)C)C(C)C.CN(C(ON1N=NC2C=CC=NC1=2)=[N+](C)C)C.F[P-](F)(F)(F)(F)F. Product: [F:1][C:2]([F:7])([F:6])[C:3]([OH:5])=[O:4].[F:8][C:9]1[C:14]([F:15])=[CH:13][CH:12]=[CH:11][C:10]=1[CH2:16][CH2:17][C:18]1[N:23]([CH2:24][C:25]([N:27]([CH:28]2[CH2:29][CH2:30][N:31]([C:34]([CH3:38])([CH3:39])[C:35]([N:62]3[CH2:2][CH2:3][O:5][CH2:64][CH2:63]3)=[O:37])[CH2:32][CH2:33]2)[CH2:40][C:41]2[CH:42]=[CH:43][C:44]([C:47]3[CH:48]=[CH:49][C:50]([C:53]([F:55])([F:56])[F:54])=[CH:51][CH:52]=3)=[CH:45][CH:46]=2)=[O:26])[C:22]2[N:57]=[CH:58][CH:59]=[CH:60][C:21]=2[C:20](=[O:61])[N:19]=1. The catalyst class is: 9.